This data is from Reaction yield outcomes from USPTO patents with 853,638 reactions. The task is: Predict the reaction yield, written as a fraction of the theoretical maximum amount of product (1.0 means a 100% yield; for example, 0.34 means a 34% yield). (1) The reactants are C(O[C:4](=[O:30])[C@H:5]([O:7][C:8]1[CH:29]=[CH:28][C:11]2[C:12]3[N:16]([CH2:17][CH2:18][O:19][C:10]=2[CH:9]=1)[CH:15]=[C:14]([C:20]1[N:21]([CH:25]([CH3:27])[CH3:26])[N:22]=[CH:23][N:24]=1)[N:13]=3)[CH3:6])C.O.[OH-].[Li+].Cl.C[N:36](C(ON1N=NC2C=CC=NC1=2)=[N+](C)C)C.F[P-](F)(F)(F)(F)F.[Cl-].[NH4+].C(N(CC)CC)C. The catalyst is CO.O. The product is [CH:25]([N:21]1[C:20]([C:14]2[N:13]=[C:12]3[C:11]4[CH:28]=[CH:29][C:8]([O:7][C@H:5]([CH3:6])[C:4]([NH2:36])=[O:30])=[CH:9][C:10]=4[O:19][CH2:18][CH2:17][N:16]3[CH:15]=2)=[N:24][CH:23]=[N:22]1)([CH3:26])[CH3:27]. The yield is 0.260. (2) The reactants are [C:1]([C:5]1[N:6]=[C:7]2[CH:12]=[C:11]([C:13]([NH:15][NH2:16])=[O:14])[CH:10]=[CH:9][N:8]2[C:17]=1[CH2:18][CH:19]1[CH2:24][CH2:23][CH2:22][CH2:21][CH2:20]1)([CH3:4])([CH3:3])[CH3:2].N1C=CC=CC=1.[C:31](Cl)(=[O:38])[C:32]1[CH:37]=[CH:36][CH:35]=[CH:34][CH:33]=1. The catalyst is ClCCl. The product is [C:31]([NH:16][NH:15][C:13]([C:11]1[CH:10]=[CH:9][N:8]2[C:17]([CH2:18][CH:19]3[CH2:20][CH2:21][CH2:22][CH2:23][CH2:24]3)=[C:5]([C:1]([CH3:4])([CH3:2])[CH3:3])[N:6]=[C:7]2[CH:12]=1)=[O:14])(=[O:38])[C:32]1[CH:37]=[CH:36][CH:35]=[CH:34][CH:33]=1. The yield is 0.830. (3) The reactants are N.[OH-:2].[K+].[C:4]([C:23]#[N:24])([C:7]([C:10]([C:13]([C:16]([C:19]([F:22])([F:21])[F:20])([F:18])[F:17])([F:15])[F:14])([F:12])[F:11])([F:9])[F:8])([F:6])[F:5]. No catalyst specified. The product is [F:5][C:4]([F:6])([C:7]([F:9])([F:8])[C:10]([F:12])([F:11])[C:13]([F:15])([F:14])[C:16]([F:17])([F:18])[C:19]([F:20])([F:21])[F:22])[C:23]([NH2:24])=[O:2]. The yield is 0.985. (4) The reactants are [Br:1][C:2]1[CH:10]=[C:9]([C:11]([F:14])([F:13])[F:12])[CH:8]=[CH:7][C:3]=1[C:4]([OH:6])=[O:5].[C:15](=O)([O-])[O-].[K+].[K+].CI.O. The catalyst is CN(C=O)C. The product is [CH3:15][O:5][C:4](=[O:6])[C:3]1[CH:7]=[CH:8][C:9]([C:11]([F:12])([F:13])[F:14])=[CH:10][C:2]=1[Br:1]. The yield is 0.830. (5) The reactants are [CH2:1]([SH:3])[CH3:2].Cl[C:5]1[N:10]=[C:9]([C:11]2[C:19]([C:20]3[C:29]4[C:24](=[CH:25][CH:26]=[CH:27][CH:28]=4)[N:23]=[CH:22][CH:21]=3)=[C:14]3[CH:15]=[CH:16][CH:17]=[CH:18][N:13]3[N:12]=2)[CH:8]=[CH:7][CH:6]=1.[H-].[Na+]. The catalyst is CN(C=O)C.C(Cl)Cl. The product is [CH2:1]([S:3][C:5]1[N:10]=[C:9]([C:11]2[C:19]([C:20]3[C:29]4[C:24](=[CH:25][CH:26]=[CH:27][CH:28]=4)[N:23]=[CH:22][CH:21]=3)=[C:14]3[CH:15]=[CH:16][CH:17]=[CH:18][N:13]3[N:12]=2)[CH:8]=[CH:7][CH:6]=1)[CH3:2]. The yield is 0.910. (6) The reactants are C(=O)([O-])[O-].[Cs+].[Cs+].[Cl:7][C:8]1[C:12]([NH:13][C:14](=[O:24])[CH2:15][CH2:16][S:17][CH2:18][CH2:19][C:20]([F:23])([F:22])[F:21])=[CH:11][N:10]([C:25]2[CH:26]=[N:27][CH:28]=[CH:29][CH:30]=2)[N:9]=1.CN(C)C=O.I[CH2:37][CH3:38]. The catalyst is O.C(OCC)(=O)C. The product is [Cl:7][C:8]1[C:12]([N:13]([CH2:37][CH3:38])[C:14](=[O:24])[CH2:15][CH2:16][S:17][CH2:18][CH2:19][C:20]([F:22])([F:21])[F:23])=[CH:11][N:10]([C:25]2[CH:26]=[N:27][CH:28]=[CH:29][CH:30]=2)[N:9]=1. The yield is 0.660.